From a dataset of Reaction yield outcomes from USPTO patents with 853,638 reactions. Predict the reaction yield, written as a fraction of the theoretical maximum amount of product (1.0 means a 100% yield; for example, 0.34 means a 34% yield). The reactants are Cl[C:2]1[C:7]([C:8]([F:11])([F:10])[F:9])=[CH:6][N:5]=[C:4]([NH:12][C:13]2[CH:18]=[CH:17][C:16]([P:19]([CH3:22])([CH3:21])=[O:20])=[CH:15][CH:14]=2)[N:3]=1.C(N(CC)CC)C.[C:30]1([N:36]2[CH2:41][CH2:40][NH:39][CH2:38][CH2:37]2)[CH:35]=[CH:34][CH:33]=[CH:32][CH:31]=1. The catalyst is C(O)C. The product is [CH3:21][P:19]([C:16]1[CH:17]=[CH:18][C:13]([NH:12][C:4]2[N:3]=[C:2]([N:39]3[CH2:40][CH2:41][N:36]([C:30]4[CH:35]=[CH:34][CH:33]=[CH:32][CH:31]=4)[CH2:37][CH2:38]3)[C:7]([C:8]([F:11])([F:10])[F:9])=[CH:6][N:5]=2)=[CH:14][CH:15]=1)([CH3:22])=[O:20]. The yield is 0.730.